From a dataset of Full USPTO retrosynthesis dataset with 1.9M reactions from patents (1976-2016). Predict the reactants needed to synthesize the given product. (1) Given the product [CH2:1]([C:5]1[N:6]([CH2:15][C:16]2[CH:17]=[CH:18][C:19]([C:22]3[C:23]([C:28]#[N:29])=[CH:24][CH:25]=[CH:26][CH:27]=3)=[CH:20][CH:21]=2)[C:7](=[O:14])[C:8]([CH:12]([OH:13])[C:30]2[CH:35]=[CH:34][CH:33]=[CH:32][CH:31]=2)=[C:9]([CH3:11])[N:10]=1)[CH2:2][CH2:3][CH3:4], predict the reactants needed to synthesize it. The reactants are: [CH2:1]([C:5]1[N:6]([CH2:15][C:16]2[CH:21]=[CH:20][C:19]([C:22]3[C:23]([C:28]#[N:29])=[CH:24][CH:25]=[CH:26][CH:27]=3)=[CH:18][CH:17]=2)[C:7](=[O:14])[C:8]([CH:12]=[O:13])=[C:9]([CH3:11])[N:10]=1)[CH2:2][CH2:3][CH3:4].[C:30]1([Mg]Br)[CH:35]=[CH:34][CH:33]=[CH:32][CH:31]=1.[Cl-].[NH4+]. (2) Given the product [Cl:22][C:23]1[CH:29]=[C:28]([O:30][CH3:31])[C:27]([S:32][C:33]([CH3:34])([C:35]2[CH:36]=[CH:37][CH:38]=[CH:39][CH:40]=2)[CH3:41])=[CH:26][C:24]=1[N:25]1[C:14]2=[N:13][C:12]([C:16]([O:18][CH2:19][CH3:20])=[O:17])=[CH:11][C:10]([CH3:21])=[C:9]2[NH:8][C:6]1=[O:7], predict the reactants needed to synthesize it. The reactants are: C(O[C:6]([NH:8][C:9]1[C:10]([CH3:21])=[CH:11][C:12]([C:16]([O:18][CH2:19][CH3:20])=[O:17])=[N:13][C:14]=1I)=[O:7])(C)(C)C.[Cl:22][C:23]1[CH:29]=[C:28]([O:30][CH3:31])[C:27]([S:32][C:33]([CH3:41])([C:35]2[CH:40]=[CH:39][CH:38]=[CH:37][CH:36]=2)[CH3:34])=[CH:26][C:24]=1[NH2:25].C1(P(C2C=CC=CC=2)C2C3OC4C(=CC=CC=4P(C4C=CC=CC=4)C4C=CC=CC=4)C(C)(C)C=3C=CC=2)C=CC=CC=1.CC(C)([O-])C.[Na+].